From a dataset of Reaction yield outcomes from USPTO patents with 853,638 reactions. Predict the reaction yield, written as a fraction of the theoretical maximum amount of product (1.0 means a 100% yield; for example, 0.34 means a 34% yield). The reactants are [C:1]1([S:7](Cl)(=[O:9])=[O:8])[CH:6]=[CH:5][CH:4]=[CH:3][CH:2]=1.[CH2:11]([O:13][C:14]([C:16]1[CH:17]=[N:18][N:19]([C:21]2[N:30]([CH2:31][O:32][CH2:33][CH2:34][Si:35]([CH3:38])([CH3:37])[CH3:36])[C:29](=[O:39])[C:28]3[C:23](=[CH:24][CH:25]=[C:26]([NH2:40])[CH:27]=3)[N:22]=2)[CH:20]=1)=[O:15])[CH3:12]. The catalyst is N1C=CC=CC=1. The product is [CH2:11]([O:13][C:14]([C:16]1[CH:17]=[N:18][N:19]([C:21]2[N:30]([CH2:31][O:32][CH2:33][CH2:34][Si:35]([CH3:38])([CH3:37])[CH3:36])[C:29](=[O:39])[C:28]3[C:23](=[CH:24][CH:25]=[C:26]([NH:40][S:7]([C:1]4[CH:6]=[CH:5][CH:4]=[CH:3][CH:2]=4)(=[O:9])=[O:8])[CH:27]=3)[N:22]=2)[CH:20]=1)=[O:15])[CH3:12]. The yield is 0.950.